Dataset: Forward reaction prediction with 1.9M reactions from USPTO patents (1976-2016). Task: Predict the product of the given reaction. (1) Given the reactants [CH3:1][S:2](Cl)(=O)=O.ClC1N=C(N(C(OC(C)(C)C)=O)C(OC(C)(C)C)=O)[N:10]=[C:9]2[N:28]([CH2:36][C:37]3[C:42]([CH3:43])=[C:41]([O:44][CH3:45])[C:40]([CH3:46])=[CH:39][N:38]=3)[N:29]=[C:30]([CH2:31][CH:32]([OH:35])[CH2:33]O)[C:8]=12.ClC1N=[C:52]([N:54]([C:62]([O:64][C:65]([CH3:68])([CH3:67])[CH3:66])=[O:63])[C:55]([O:57][C:58]([CH3:61])([CH3:60])[CH3:59])=[O:56])[N:51]=C2N(CC3C(C)=C(OC)C(C)=CN=3)N=C(CCC=O)C=12.N1C(C)=CC(C)=CC=1C.Cl, predict the reaction product. The product is: [OH:35][CH:32]1[C:33]2[CH2:1][S:2][N:51]=[C:52]([N:54]([C:62]([O:64][C:65]([CH3:68])([CH3:67])[CH3:66])=[O:63])[C:55]([O:57][C:58]([CH3:60])([CH3:61])[CH3:59])=[O:56])[C:9]3=[N:10][N:28]([CH2:36][C:37]4[C:42]([CH3:43])=[C:41]([O:44][CH3:45])[C:40]([CH3:46])=[CH:39][N:38]=4)[N:29]=[C:30]([C:8]=23)[CH2:31]1. (2) The product is: [CH3:1][O:2][C:3]1[CH:8]=[CH:7][C:6]([C:9]2[S:10][CH:11]=[C:12]([CH:14]3[CH:18]=[CH:17][C:16](=[C:19]=[O:20])[O:15]3)[N:13]=2)=[CH:5][C:4]=1[O:23][CH2:24][CH2:25][CH3:26]. Given the reactants [CH3:1][O:2][C:3]1[CH:8]=[CH:7][C:6]([C:9]2[S:10][CH:11]=[C:12]([C:14]3[O:15][C:16]([C:19](OC)=[O:20])=[CH:17][CH:18]=3)[N:13]=2)=[CH:5][C:4]=1[O:23][CH2:24][CH2:25][CH3:26].O1CCOCC1.[OH-].[Na+], predict the reaction product. (3) Given the reactants [Li]CCCC.Br[C:7]1[CH:15]=[C:14]2[C:10]([C:11]([CH3:27])([CH3:26])[CH2:12][N:13]2[Si:16]([CH:23]([CH3:25])[CH3:24])([CH:20]([CH3:22])[CH3:21])[CH:17]([CH3:19])[CH3:18])=[CH:9][C:8]=1[F:28].[C:29]1([S:35](F)(=[O:37])=[O:36])[CH:34]=[CH:33][CH:32]=[CH:31][CH:30]=1, predict the reaction product. The product is: [C:29]1([S:35]([C:7]2[CH:15]=[C:14]3[C:10]([C:11]([CH3:27])([CH3:26])[CH2:12][N:13]3[Si:16]([CH:23]([CH3:25])[CH3:24])([CH:20]([CH3:22])[CH3:21])[CH:17]([CH3:19])[CH3:18])=[CH:9][C:8]=2[F:28])(=[O:37])=[O:36])[CH:34]=[CH:33][CH:32]=[CH:31][CH:30]=1. (4) Given the reactants [Cl:1][C:2]1[CH:7]=[CH:6][C:5]([CH:8]2[CH2:13][C:12](=[O:14])[CH2:11][C:10](=[O:15])[CH2:9]2)=[CH:4][CH:3]=1.CO[CH:18](OC)[N:19]([CH3:21])[CH3:20], predict the reaction product. The product is: [Cl:1][C:2]1[CH:7]=[CH:6][C:5]([CH:8]2[CH2:13][C:12](=[O:14])[C:11](=[CH:18][N:19]([CH3:21])[CH3:20])[C:10](=[O:15])[CH2:9]2)=[CH:4][CH:3]=1. (5) Given the reactants Cl.[OH:2][CH:3]1[CH2:6][NH:5][CH2:4]1.[F:7][C:8]([F:18])([F:17])[C:9]1[CH:16]=[CH:15][C:12]([CH:13]=O)=[CH:11][CH:10]=1.C(N(C(C)C)C(C)C)C.C(O[BH-](OC(=O)C)OC(=O)C)(=O)C.[Na+].[CH3:42][S:43](Cl)(=[O:45])=[O:44], predict the reaction product. The product is: [CH3:42][S:43]([O:2][CH:3]1[CH2:6][N:5]([CH2:13][C:12]2[CH:15]=[CH:16][C:9]([C:8]([F:18])([F:17])[F:7])=[CH:10][CH:11]=2)[CH2:4]1)(=[O:45])=[O:44]. (6) Given the reactants C[O:2][C:3](=[O:33])[CH2:4][NH:5][C:6]([C:8]1[CH:32]=[CH:31][C:11]2[N:12]([CH3:30])[C:13]([NH:15][C:16]3[S:17][C:18]4[CH:24]=[C:23]([O:25][C:26]([F:29])([F:28])[F:27])[CH:22]=[CH:21][C:19]=4[N:20]=3)=[N:14][C:10]=2[CH:9]=1)=[O:7].[Li+].[OH-], predict the reaction product. The product is: [CH3:30][N:12]1[C:11]2[CH:31]=[CH:32][C:8]([C:6]([NH:5][CH2:4][C:3]([OH:33])=[O:2])=[O:7])=[CH:9][C:10]=2[N:14]=[C:13]1[NH:15][C:16]1[S:17][C:18]2[CH:24]=[C:23]([O:25][C:26]([F:29])([F:28])[F:27])[CH:22]=[CH:21][C:19]=2[N:20]=1. (7) Given the reactants [F:1][C:2]1[CH:3]=[C:4]([OH:14])[C:5]([N+:11]([O-:13])=[O:12])=[C:6]([CH:10]=1)[C:7]([OH:9])=[O:8].S(Cl)(Cl)=O.[CH3:19]O, predict the reaction product. The product is: [F:1][C:2]1[CH:3]=[C:4]([OH:14])[C:5]([N+:11]([O-:13])=[O:12])=[C:6]([CH:10]=1)[C:7]([O:9][CH3:19])=[O:8]. (8) Given the reactants [C:1]([O:5][C:6](=[O:20])[CH2:7][O:8][CH2:9][CH2:10][CH2:11][CH2:12][O:13]C1CCCCO1)([CH3:4])([CH3:3])[CH3:2].O.C1(C)C=CC(S(O)(=O)=O)=CC=1.C(=O)([O-])O.[Na+], predict the reaction product. The product is: [C:1]([O:5][C:6](=[O:20])[CH2:7][O:8][CH2:9][CH2:10][CH2:11][CH2:12][OH:13])([CH3:4])([CH3:2])[CH3:3].